From a dataset of Peptide-MHC class II binding affinity with 134,281 pairs from IEDB. Regression. Given a peptide amino acid sequence and an MHC pseudo amino acid sequence, predict their binding affinity value. This is MHC class II binding data. (1) The peptide sequence is FPGGKCSGITVSSTY. The MHC is HLA-DPA10301-DPB10402 with pseudo-sequence HLA-DPA10301-DPB10402. The binding affinity (normalized) is 0.0318. (2) The peptide sequence is WGNGCGLFGKGSIVA. The MHC is DRB1_0101 with pseudo-sequence DRB1_0101. The binding affinity (normalized) is 0.123. (3) The peptide sequence is TAWDFSSAGGFFTSV. The MHC is DRB3_0202 with pseudo-sequence DRB3_0202. The binding affinity (normalized) is 0. (4) The peptide sequence is MMGKREKKLSEFGKA. The MHC is HLA-DQA10303-DQB10402 with pseudo-sequence HLA-DQA10303-DQB10402. The binding affinity (normalized) is 0. (5) The peptide sequence is AYAQRVYQANRAAGS. The MHC is HLA-DQA10501-DQB10201 with pseudo-sequence HLA-DQA10501-DQB10201. The binding affinity (normalized) is 0.238. (6) The binding affinity (normalized) is 0.788. The peptide sequence is GINITNFRAILTAFS. The MHC is DRB1_1501 with pseudo-sequence DRB1_1501. (7) The peptide sequence is KCVTVMAPDKPSLDI. The MHC is DRB1_0901 with pseudo-sequence DRB1_0901. The binding affinity (normalized) is 0.0639.